The task is: Predict the reactants needed to synthesize the given product.. This data is from Full USPTO retrosynthesis dataset with 1.9M reactions from patents (1976-2016). (1) Given the product [C:36]1([C:56]2[CH:57]=[CH:58][CH:59]=[CH:60][CH:61]=2)[CH:37]=[CH:38][C:39]([C:42]2[CH:43]=[C:44]([CH2:53][OH:54])[C:45](=[O:52])[N:46]([CH2:48][CH:49]([CH3:50])[CH3:51])[N:47]=2)=[CH:40][CH:41]=1, predict the reactants needed to synthesize it. The reactants are: C(OC(N1CCN(C2C(=O)N(CC(C)C)N=C(C3C=CC(C(F)(F)F)=CC=3)C=2C)CC1)=O)(C)(C)C.[C:36]1([C:56]2[CH:61]=[CH:60][CH:59]=[CH:58][CH:57]=2)[CH:41]=[CH:40][C:39]([C:42]2[CH:43]=[C:44]([C:53](O)=[O:54])[C:45](=[O:52])[N:46]([CH2:48][CH:49]([CH3:51])[CH3:50])[N:47]=2)=[CH:38][CH:37]=1. (2) Given the product [CH3:20][C:19]1[O:18][C:17]([C:21]2[CH:22]=[CH:23][CH:24]=[CH:25][CH:26]=2)=[N:16][C:15]=1[CH2:14][CH2:13][O:12][C:9]1[CH:10]=[CH:11][C:6]([CH:5]=[C:4]([C:27]2[CH:32]=[CH:31][CH:30]=[CH:29][CH:28]=2)[C:3]([OH:33])=[O:2])=[CH:7][CH:8]=1, predict the reactants needed to synthesize it. The reactants are: C[O:2][C:3](=[O:33])[C:4]([C:27]1[CH:32]=[CH:31][CH:30]=[CH:29][CH:28]=1)=[CH:5][C:6]1[CH:11]=[CH:10][C:9]([O:12][CH2:13][CH2:14][C:15]2[N:16]=[C:17]([C:21]3[CH:26]=[CH:25][CH:24]=[CH:23][CH:22]=3)[O:18][C:19]=2[CH3:20])=[CH:8][CH:7]=1.[Li+].[OH-]. (3) Given the product [C:1]([O:5][C:6]([NH:8][C@H:9]([CH2:14][C:15]1[CH:20]=[C:19]([F:21])[C:18]([F:22])=[CH:17][C:16]=1[F:23])[CH2:10][C:11]([N:47]1[CH2:48][CH2:49][S:45][CH:46]1[C:50]([O:52][CH3:53])=[O:51])=[O:13])=[O:7])([CH3:2])([CH3:3])[CH3:4], predict the reactants needed to synthesize it. The reactants are: [C:1]([O:5][C:6]([NH:8][C@H:9]([CH2:14][C:15]1[CH:20]=[C:19]([F:21])[C:18]([F:22])=[CH:17][C:16]=1[F:23])[CH2:10][C:11]([OH:13])=O)=[O:7])([CH3:4])([CH3:3])[CH3:2].Cl.CN(C)CCCN=C=NCC.CN(C1C=CC=CN=1)C.[S:45]1[CH2:49][CH2:48][NH:47][CH:46]1[C:50]([O:52][CH3:53])=[O:51].Cl.C(N(CC)CC)C. (4) Given the product [Br:1][C@@H:24]1[C@@H:25]2[CH2:26][C@@H:21]([C:27](=[O:29])[O:28]2)[CH2:22][CH2:23]1, predict the reactants needed to synthesize it. The reactants are: [Br:1]N1C(C)(C)C(=O)N(Br)C1=O.C1([C@H](N)C)C=CC=CC=1.[C@H:21]1([C:27]([OH:29])=[O:28])[CH2:26][CH2:25][CH:24]=[CH:23][CH2:22]1.C(OCC)(=O)C.S([O-])([O-])(=O)=S.[Na+].[Na+]. (5) Given the product [NH2:2][C:3]1[C:4]2[C:14]([O:15][CH2:16][C@H:17]3[CH2:22][CH2:21][CH2:20][CH2:19][N:18]3[C:33](=[O:34])[CH2:32][CH:31]([CH3:36])[CH3:30])=[CH:13][CH:12]=[CH:11][C:5]=2[NH:6][S:7](=[O:9])(=[O:10])[N:8]=1, predict the reactants needed to synthesize it. The reactants are: Cl.[NH2:2][C:3]1[C:4]2[C:14]([O:15][CH2:16][C@H:17]3[CH2:22][CH2:21][CH2:20][CH2:19][NH:18]3)=[CH:13][CH:12]=[CH:11][C:5]=2[NH:6][S:7](=[O:10])(=[O:9])[N:8]=1.C(N(CC)CC)C.[CH3:30][CH:31]([CH3:36])[CH2:32][C:33](O)=[O:34].CCN=C=NCCCN(C)C.Cl.C1C=CC2N(O)N=NC=2C=1. (6) Given the product [CH2:1]([C:3]1[C:8](=[O:9])[NH:7][C:6]([CH3:10])=[C:5]([C:11]2[CH:12]=[N:13][CH:14]=[C:15]([C:17]([N:24]3[CH2:25][CH2:26][C:21](=[O:20])[CH2:22][CH2:23]3)=[O:19])[CH:16]=2)[CH:4]=1)[CH3:2], predict the reactants needed to synthesize it. The reactants are: [CH2:1]([C:3]1[C:8](=[O:9])[NH:7][C:6]([CH3:10])=[C:5]([C:11]2[CH:12]=[N:13][CH:14]=[C:15]([C:17]([OH:19])=O)[CH:16]=2)[CH:4]=1)[CH3:2].[O:20]=[C:21]1[CH2:26][CH2:25][NH:24][CH2:23][CH2:22]1.